This data is from Kir2.1 potassium channel HTS with 301,493 compounds. The task is: Binary Classification. Given a drug SMILES string, predict its activity (active/inactive) in a high-throughput screening assay against a specified biological target. (1) The drug is S(=O)(=O)(Cc1oc(nn1)C(=O)NCCc1cc(OCC)c(OCC)cc1)c1ccccc1. The result is 0 (inactive). (2) The drug is S(=O)(=O)(N)c1s\c(n(n1)C)=N/C(=O)C. The result is 0 (inactive).